From a dataset of Reaction yield outcomes from USPTO patents with 853,638 reactions. Predict the reaction yield, written as a fraction of the theoretical maximum amount of product (1.0 means a 100% yield; for example, 0.34 means a 34% yield). (1) The reactants are [N+:1]([C:4]1[CH:5]=[C:6]2[C:10](=[CH:11][CH:12]=1)[NH:9][CH2:8][CH2:7]2)([O-:3])=[O:2].[C:13](O[C:13]([O:15][C:16]([CH3:19])([CH3:18])[CH3:17])=[O:14])([O:15][C:16]([CH3:19])([CH3:18])[CH3:17])=[O:14].O. The catalyst is ClCCl. The product is [N+:1]([C:4]1[CH:5]=[C:6]2[C:10](=[CH:11][CH:12]=1)[N:9]([C:13]([O:15][C:16]([CH3:19])([CH3:18])[CH3:17])=[O:14])[CH2:8][CH2:7]2)([O-:3])=[O:2]. The yield is 0.990. (2) The yield is 0.900. The reactants are [OH:1][C:2]1([C:9]2[S:10][CH:11]=[CH:12][N:13]=2)[CH2:7][CH2:6][C:5](=O)[CH2:4][CH2:3]1.[O:14]=[C:15]([NH:30][CH2:31][C:32](=O)[NH:33][C@@H:34]1[CH2:38]CNC1)[CH2:16][NH:17][C:18](=[O:29])[C:19]1[CH:24]=[CH:23][CH:22]=[C:21]([C:25]([F:28])([F:27])[F:26])[CH:20]=1.[BH-](OC(C)=O)(OC(C)=O)OC(C)=O.[Na+]. The product is [OH:1][C:2]1([C:9]2[S:10][CH:11]=[CH:12][N:13]=2)[CH2:7][CH2:6][CH:5]([N:33]2[CH2:34][CH2:38][C@@H:31]([NH:30][C:15](=[O:14])[CH2:16][NH:17][C:18](=[O:29])[C:19]3[CH:24]=[CH:23][CH:22]=[C:21]([C:25]([F:28])([F:27])[F:26])[CH:20]=3)[CH2:32]2)[CH2:4][CH2:3]1. The catalyst is CCOC(C)=O. (3) The reactants are [H-].[Na+].[Cl:3][C:4]1[CH:5]=[C:6]([CH:24]=[CH:25][C:26]=1[Cl:27])[CH2:7][CH:8]1[C:17]2[CH:16]=[C:15]([OH:18])[CH:14]=[CH:13][C:12]=2[CH2:11][CH2:10][CH:9]1[N:19]1[CH2:23][CH2:22][CH2:21][CH2:20]1.Br[CH2:29][CH2:30][NH:31][C:32](=[O:38])[O:33][C:34]([CH3:37])([CH3:36])[CH3:35].O. The catalyst is CCCCCC.CC(N(C)C)=O. The product is [Cl:3][C:4]1[CH:5]=[C:6]([CH:24]=[CH:25][C:26]=1[Cl:27])[CH2:7][CH:8]1[C:17]2[CH:16]=[C:15]([O:18][CH2:29][CH2:30][NH:31][C:32](=[O:38])[O:33][C:34]([CH3:37])([CH3:36])[CH3:35])[CH:14]=[CH:13][C:12]=2[CH2:11][CH2:10][CH:9]1[N:19]1[CH2:20][CH2:21][CH2:22][CH2:23]1. The yield is 0.970. (4) The reactants are [C:1]([NH:4][C:5]1[N:10]=[CH:9][N:8]=[C:7]([C:11]2[CH2:12][CH2:13][C:14]3[CH:15]=[CH:16][C:17]([C:21]([O:23][CH3:24])=[O:22])=[CH:18][C:19]=3[CH:20]=2)[CH:6]=1)(=[O:3])[CH3:2].C(O)C.C1COCC1. The catalyst is CCOC(C)=O.[Pd]. The product is [C:1]([NH:4][C:5]1[N:10]=[CH:9][N:8]=[C:7]([CH:11]2[CH2:20][C:19]3[CH:18]=[C:17]([C:21]([O:23][CH3:24])=[O:22])[CH:16]=[CH:15][C:14]=3[CH2:13][CH2:12]2)[CH:6]=1)(=[O:3])[CH3:2]. The yield is 0.450. (5) The reactants are Cl[C:2]1[CH:7]=[CH:6][N:5]=[C:4]2[CH:8]=[C:9]([C:11]([O:13][CH3:14])=[O:12])[S:10][C:3]=12.[F:15][C:16]1[CH:21]=[C:20]([N+:22]([O-:24])=[O:23])[CH:19]=[CH:18][C:17]=1[OH:25].C([O-])([O-])=O.[K+].[K+]. The catalyst is O(C1C=CC=CC=1)C1C=CC=CC=1.CCOC(C)=O. The product is [F:15][C:16]1[CH:21]=[C:20]([N+:22]([O-:24])=[O:23])[CH:19]=[CH:18][C:17]=1[O:25][C:2]1[CH:7]=[CH:6][N:5]=[C:4]2[CH:8]=[C:9]([C:11]([O:13][CH3:14])=[O:12])[S:10][C:3]=12. The yield is 0.590. (6) The reactants are [F:1][C:2]([F:13])([F:12])[O:3][C:4]1[CH:11]=[CH:10][C:7]([CH:8]=O)=[CH:6][CH:5]=1.[CH3:14][C:15]([CH3:17])=[O:16]. The catalyst is CCO.O.[OH-].[Na+]. The product is [F:1][C:2]([F:13])([F:12])[O:3][C:4]1[CH:11]=[CH:10][C:7](/[CH:8]=[CH:11]/[C:4](=[O:3])/[CH:5]=[CH:6]/[C:7]2[CH:10]=[CH:17][C:15]([O:16][C:2]([F:1])([F:12])[F:13])=[CH:14][CH:8]=2)=[CH:6][CH:5]=1. The yield is 0.250. (7) The catalyst is C(Cl)(Cl)(Cl)Cl.O. The yield is 0.770. The product is [Br:39][C:7]1[N:8]([C:12]2[CH:13]=[N:14][N:15]([CH2:17][CH3:18])[CH:16]=2)[C:9]2[C:5]([C:6]=1[S:19][C:20]1[C:21]([F:31])=[C:22]([CH:28]=[CH:29][CH:30]=1)[C:23]([O:25][CH2:26][CH3:27])=[O:24])=[CH:4][CH:3]=[C:2]([Cl:1])[C:10]=2[F:11]. The reactants are [Cl:1][C:2]1[C:10]([F:11])=[C:9]2[C:5]([C:6]([S:19][C:20]3[C:21]([F:31])=[C:22]([CH:28]=[CH:29][CH:30]=3)[C:23]([O:25][CH2:26][CH3:27])=[O:24])=[CH:7][N:8]2[C:12]2[CH:13]=[N:14][N:15]([CH2:17][CH3:18])[CH:16]=2)=[CH:4][CH:3]=1.C1C(=O)N([Br:39])C(=O)C1.